This data is from Reaction yield outcomes from USPTO patents with 853,638 reactions. The task is: Predict the reaction yield, written as a fraction of the theoretical maximum amount of product (1.0 means a 100% yield; for example, 0.34 means a 34% yield). (1) The reactants are [CH3:1][O:2][C:3](=[O:15])[CH:4]=[CH:5][C:6]1[CH:14]=[C:13]2[C:9]([CH:10]=[CH:11][NH:12]2)=[CH:8][CH:7]=1.[CH3:16][O:17][C:18]1[CH:23]=[CH:22][CH:21]=[CH:20][C:19]=1B(O)O. The catalyst is O.O1CCOCC1. The product is [CH3:1][O:2][C:3](=[O:15])[CH2:4][CH:5]([C:6]1[CH:14]=[C:13]2[C:9]([CH:10]=[CH:11][NH:12]2)=[CH:8][CH:7]=1)[C:19]1[CH:20]=[CH:21][CH:22]=[CH:23][C:18]=1[O:17][CH3:16]. The yield is 0.200. (2) The reactants are [C:1]1([NH:7][C:8]([C:10]2[NH:11][C:12]3[C:17]([C:18]=2[C:19]2[CH:24]=[CH:23][CH:22]=[CH:21][CH:20]=2)=[CH:16][C:15]([NH2:25])=[CH:14][CH:13]=3)=[O:9])[CH:6]=[CH:5][CH:4]=[CH:3][CH:2]=1.[C:26]([C:28]1[CH:33]=[CH:32][C:31]([S:34](Cl)(=[O:36])=[O:35])=[CH:30][CH:29]=1)#[N:27]. The catalyst is CCCCCC.C(OCC)(=O)C. The product is [C:1]1([NH:7][C:8]([C:10]2[NH:11][C:12]3[C:17]([C:18]=2[C:19]2[CH:20]=[CH:21][CH:22]=[CH:23][CH:24]=2)=[CH:16][C:15]([NH:25][S:34]([C:31]2[CH:30]=[CH:29][C:28]([C:26]#[N:27])=[CH:33][CH:32]=2)(=[O:36])=[O:35])=[CH:14][CH:13]=3)=[O:9])[CH:6]=[CH:5][CH:4]=[CH:3][CH:2]=1. The yield is 0.140. (3) The reactants are [CH3:1][O:2][C:3]1[CH:4]=[C:5]([C:11]([C:13]2[CH:18]=[CH:17][C:16]([O:19][CH3:20])=[C:15]([O:21][CH3:22])[C:14]=2[OH:23])=[O:12])[CH:6]=[C:7]([O:9][CH3:10])[CH:8]=1.IC.[C:26]([O-])([O-])=O.[Na+].[Na+]. The yield is 0.900. The catalyst is CN(C=O)C. The product is [CH3:1][O:2][C:3]1[CH:4]=[C:5]([C:11]([C:13]2[CH:18]=[CH:17][C:16]([O:19][CH3:20])=[C:15]([O:21][CH3:22])[C:14]=2[O:23][CH3:26])=[O:12])[CH:6]=[C:7]([O:9][CH3:10])[CH:8]=1. (4) The reactants are [Br:1][C:2]1[CH:22]=[CH:21][C:5]([O:6][CH2:7][C:8]2[NH:9][CH:10]=[C:11]([C:13]3[CH:18]=[CH:17][C:16]([Cl:19])=[CH:15][C:14]=3[Cl:20])[N:12]=2)=[CH:4][CH:3]=1.Br[CH2:24][C:25]1[CH:34]=[CH:33][C:28]([C:29]([O:31][CH3:32])=[O:30])=[CH:27][CH:26]=1. No catalyst specified. The product is [CH3:32][O:31][C:29](=[O:30])[C:28]1[CH:33]=[CH:34][C:25]([CH2:24][N:9]2[CH:10]=[C:11]([C:13]3[CH:18]=[CH:17][C:16]([Cl:19])=[CH:15][C:14]=3[Cl:20])[N:12]=[C:8]2[CH2:7][O:6][C:5]2[CH:21]=[CH:22][C:2]([Br:1])=[CH:3][CH:4]=2)=[CH:26][CH:27]=1. The yield is 0.690. (5) The reactants are [CH3:1][O:2][C:3]1[CH:10]=[CH:9][C:6]([CH2:7][NH2:8])=[CH:5][CH:4]=1.[Br:11][C:12]1[CH:17]=[C:16](Cl)[C:15]([N+:19]([O-:21])=[O:20])=[CH:14][N:13]=1.C(N(CC)CC)C. The catalyst is C(#N)C.C(OCC)(=O)C. The product is [CH3:1][O:2][C:3]1[CH:10]=[CH:9][C:6]([CH2:7][NH:8][C:16]2[C:15]([N+:19]([O-:21])=[O:20])=[CH:14][N:13]=[C:12]([Br:11])[CH:17]=2)=[CH:5][CH:4]=1. The yield is 0.770. (6) The reactants are [NH2:1][C:2]1[S:3][C:4]2[CH:10]=[C:9]([C:11]([OH:13])=O)[CH:8]=[CH:7][C:5]=2[N:6]=1.[CH2:14]1[C@H:23]2[C@H:18]([CH2:19][CH2:20][C:21]3[CH:27]=[CH:26][CH:25]=[CH:24][C:22]=32)[NH:17][CH2:16][CH2:15]1.F[P-](F)(F)(F)(F)F.N1(OC(N(C)C)=[N+](C)C)C2N=CC=CC=2N=N1. No catalyst specified. The product is [NH2:1][C:2]1[S:3][C:4]2[CH:10]=[C:9]([C:11]([N:17]3[C@@H:18]4[C@@H:23]([C:22]5[CH:24]=[CH:25][CH:26]=[CH:27][C:21]=5[CH2:20][CH2:19]4)[CH2:14][CH2:15][CH2:16]3)=[O:13])[CH:8]=[CH:7][C:5]=2[N:6]=1. The yield is 0.240.